Dataset: Forward reaction prediction with 1.9M reactions from USPTO patents (1976-2016). Task: Predict the product of the given reaction. (1) Given the reactants Cl[CH2:2][C:3]([C:5]1[CH:10]=[CH:9][C:8]([Cl:11])=[CH:7][C:6]=1[F:12])=[O:4].[Cl:13][C:14]1[N:19]=[N:18][C:17](/[N:20]=[C:21](/N(C)C)\[CH3:22])=[CH:16][CH:15]=1.O, predict the reaction product. The product is: [Cl:11][C:8]1[CH:9]=[CH:10][C:5]([C:3]([C:2]2[N:18]3[N:19]=[C:14]([Cl:13])[CH:15]=[CH:16][C:17]3=[N:20][C:21]=2[CH3:22])=[O:4])=[C:6]([F:12])[CH:7]=1. (2) The product is: [NH2:1][C:2]1[C:11]2[C:6](=[CH:7][CH:8]=[C:9]([C:12]([NH:14][C:15]3[CH:20]=[CH:19][C:18]([CH2:21][NH:22][C:30]([C:25]4[CH:26]=[CH:27][CH:28]=[CH:29][N:24]=4)=[O:31])=[CH:17][CH:16]=3)=[O:13])[CH:10]=2)[N:5]=[C:4]([CH3:23])[CH:3]=1. Given the reactants [NH2:1][C:2]1[C:11]2[C:6](=[CH:7][CH:8]=[C:9]([C:12]([NH:14][C:15]3[CH:20]=[CH:19][C:18]([CH2:21][NH2:22])=[CH:17][CH:16]=3)=[O:13])[CH:10]=2)[N:5]=[C:4]([CH3:23])[CH:3]=1.[N:24]1[CH:29]=[CH:28][CH:27]=[CH:26][C:25]=1[C:30](O)=[O:31].C(N(CC)CC)C.C1CN([P+](Br)(N2CCCC2)N2CCCC2)CC1.F[P-](F)(F)(F)(F)F, predict the reaction product. (3) The product is: [C:3]1([CH2:9][O:10][C:11]2[CH:16]=[CH:15][C:14]([C:17]([OH:19])=[O:18])=[CH:13][C:12]=2[C:27]([OH:29])=[O:28])[CH:4]=[CH:5][CH:6]=[CH:7][CH:8]=1. Given the reactants [Li+].[OH-].[C:3]1([CH2:9][O:10][C:11]2[CH:16]=[CH:15][C:14]([C:17]([O:19]CC3C=CC=CC=3)=[O:18])=[CH:13][C:12]=2[C:27]([O:29]CC2C=CC=CC=2)=[O:28])[CH:8]=[CH:7][CH:6]=[CH:5][CH:4]=1.Cl, predict the reaction product. (4) Given the reactants [C:1]([O:4][C@H:5]([C:42]1[CH:47]=[CH:46][C:45]([F:48])=[CH:44][CH:43]=1)[CH2:6][CH2:7][C@H:8]1[C:11](=[O:12])[N:10]([C:13]2[CH:18]=[CH:17][C:16]([O:19][S:20]([C:23]([F:26])([F:25])[F:24])(=[O:22])=[O:21])=[CH:15][CH:14]=2)[C@@H:9]1[C:27]1[CH:32]=[C:31](I)[CH:30]=[CH:29][C:28]=1[O:34][CH2:35][C:36]1[CH:41]=[CH:40][CH:39]=[CH:38][CH:37]=1)(=[O:3])[CH3:2].[C:49]([O:52][CH2:53][C:54]([C:61]#[CH:62])([OH:60])[CH2:55][O:56][C:57](=[O:59])[CH3:58])(=[O:51])[CH3:50], predict the reaction product. The product is: [C:1]([O:4][C@H:5]([C:42]1[CH:47]=[CH:46][C:45]([F:48])=[CH:44][CH:43]=1)[CH2:6][CH2:7][C@H:8]1[C:11](=[O:12])[N:10]([C:13]2[CH:18]=[CH:17][C:16]([O:19][S:20]([C:23]([F:26])([F:25])[F:24])(=[O:22])=[O:21])=[CH:15][CH:14]=2)[C@@H:9]1[C:27]1[CH:32]=[C:31]([C:62]#[C:61][C:54]([CH2:53][O:52][C:49](=[O:51])[CH3:50])([OH:60])[CH2:55][O:56][C:57](=[O:59])[CH3:58])[CH:30]=[CH:29][C:28]=1[O:34][CH2:35][C:36]1[CH:41]=[CH:40][CH:39]=[CH:38][CH:37]=1)(=[O:3])[CH3:2].